From a dataset of Reaction yield outcomes from USPTO patents with 853,638 reactions. Predict the reaction yield, written as a fraction of the theoretical maximum amount of product (1.0 means a 100% yield; for example, 0.34 means a 34% yield). (1) The reactants are [CH2:1]([N:3]1[C:11]2[C:6](=[CH:7][CH:8]=[C:9]([O:12][CH3:13])[CH:10]=2)[C:5]([CH:14]=[O:15])=[CH:4]1)[CH3:2].[O-:16][Mn](=O)(=O)=O.[K+].CCOCC. The catalyst is CC(C)=O.O. The product is [CH2:1]([N:3]1[C:11]2[C:6](=[CH:7][CH:8]=[C:9]([O:12][CH3:13])[CH:10]=2)[C:5]([C:14]([OH:16])=[O:15])=[CH:4]1)[CH3:2]. The yield is 0.560. (2) The reactants are [N+:1]([C:4]1[CH:20]=[CH:19][C:7]2[CH2:8][CH2:9][CH2:10][N:11]([C:13](=[O:18])[C:14]([F:17])([F:16])[F:15])[CH2:12][C:6]=2[CH:5]=1)([O-])=O.[H][H]. The catalyst is CCOC(C)=O.CO.N.[Pd]. The product is [F:17][C:14]([F:15])([F:16])[C:13]([N:11]1[CH2:10][CH2:9][CH2:8][C:7]2[CH:19]=[CH:20][C:4]([NH2:1])=[CH:5][C:6]=2[CH2:12]1)=[O:18]. The yield is 1.00. (3) The reactants are Cl.[NH2:2][CH2:3][C:4]1[CH:13]=[CH:12][CH:11]=[C:10]2[C:5]=1[C:6](=[O:23])[N:7]([CH:15]1[CH2:20][CH2:19][C:18](=[O:21])[NH:17][C:16]1=[O:22])[C:8]([CH3:14])=[N:9]2.[Cl:24][C:25]1[CH:26]=[C:27]([CH:31]=[CH:32][C:33]=1[Cl:34])[C:28](Cl)=[O:29].C(N(CC)C(C)C)(C)C. The catalyst is C(#N)C. The product is [Cl:24][C:25]1[CH:26]=[C:27]([CH:31]=[CH:32][C:33]=1[Cl:34])[C:28]([NH:2][CH2:3][C:4]1[CH:13]=[CH:12][CH:11]=[C:10]2[C:5]=1[C:6](=[O:23])[N:7]([CH:15]1[CH2:20][CH2:19][C:18](=[O:21])[NH:17][C:16]1=[O:22])[C:8]([CH3:14])=[N:9]2)=[O:29]. The yield is 0.700. (4) The reactants are C(NC(C)C)(C)C.[Li]CCCC.[F:13][C:14]1[C:19]([F:20])=[CH:18][C:17]([F:21])=[CH:16][N:15]=1.[C:22]([Si:26](Cl)([CH3:28])[CH3:27])([CH3:25])([CH3:24])[CH3:23].[Cl-].[NH4+]. The catalyst is C1COCC1.O. The product is [Si:26]([C:18]1[C:17]([F:21])=[CH:16][N:15]=[C:14]([F:13])[C:19]=1[F:20])([C:22]([CH3:25])([CH3:24])[CH3:23])([CH3:28])[CH3:27]. The yield is 0.730. (5) The reactants are [CH3:1][Li].CON(C)[C:6](=[O:15])[C:7]1[CH:12]=[CH:11][C:10]([O:13][CH3:14])=[N:9][CH:8]=1.[Cl-].[NH4+].O. The catalyst is O1CCCC1.C(OCC)(=O)C. The product is [C:6]([C:7]1[CH:8]=[N:9][C:10]([O:13][CH3:14])=[CH:11][CH:12]=1)(=[O:15])[CH3:1]. The yield is 0.730. (6) The reactants are [F:1][C:2]1[CH:7]=[CH:6][C:5]([C@@H:8]2[NH:13][C:12]([NH:14][C:15](=[O:23])[NH:16][C:17]3[CH:22]=[CH:21][CH:20]=[CH:19][CH:18]=3)=[C:11]([C:24]([O:26]CC)=O)[CH2:10][CH2:9]2)=[CH:4][CH:3]=1.CC[O-].[Na+]. The catalyst is CCO. The product is [F:1][C:2]1[CH:3]=[CH:4][C:5]([C@@H:8]2[NH:13][C:12]3[NH:14][C:15](=[O:23])[N:16]([C:17]4[CH:18]=[CH:19][CH:20]=[CH:21][CH:22]=4)[C:24](=[O:26])[C:11]=3[CH2:10][CH2:9]2)=[CH:6][CH:7]=1. The yield is 0.0500.